From a dataset of Forward reaction prediction with 1.9M reactions from USPTO patents (1976-2016). Predict the product of the given reaction. (1) Given the reactants [Br:1][C:2]1[CH:3]=[CH:4][C:5]([F:19])=[C:6]([C:8]2[NH:17][C:16](=O)[C:15]3[C:10](=[N:11][CH:12]=[CH:13][N:14]=3)[N:9]=2)[CH:7]=1.[CH3:20][NH:21][C:22]1[CH:27]=[CH:26][CH:25]=[CH:24][CH:23]=1.C(N(C1C=CN=CC=1)C1C2C(=NC=CN=2)N=C(C2C=C(Br)C=CC=2F)N=1)CCC, predict the reaction product. The product is: [Br:1][C:2]1[CH:3]=[CH:4][C:5]([F:19])=[C:6]([C:8]2[N:17]=[C:16]([N:21]([CH3:20])[C:22]3[CH:27]=[CH:26][CH:25]=[CH:24][CH:23]=3)[C:15]3[C:10](=[N:11][CH:12]=[CH:13][N:14]=3)[N:9]=2)[CH:7]=1. (2) Given the reactants O=[CH:2][C@@H:3]([C@H:5]([C@H:7]([C@@H:9]([CH2:11][OH:12])O)O)O)O.S(O)(O)(=O)=O.N1[C:26](N)=[C:25]2[C:21](N=CN2)=NC=1.N[C@H:29]([C:37](O)=O)[CH2:30][CH2:31][CH2:32]NC(=N)N.N[C@H:41]([C:46](O)=O)[CH2:42][C:43](O)=O.N[C@H:50](C(O)=O)[CH2:51]CC(O)=O.N[C@H](C(O)=[O:68])CC1N=CNC=1.N[C@H](C(O)=O)CCCCN.N[C@H](C(O)=O)CCSC.N[C@H](C(O)=O)CC1C=CC=CC=1.N[C@H](C(O)=O)CO.N[C@H](C(O)=O)CC1C=CC(O)=CC=1.N[C@H](C(O)=O)C(C)C.N[C@H](C(O)=O)[C@@H](C)O, predict the reaction product. The product is: [C:11]([OH:12])(=[O:68])[CH2:9][CH2:7][CH2:5]/[CH:3]=[CH:2]\[CH2:21]/[CH:25]=[CH:26]\[CH2:37]/[CH:29]=[CH:30]\[CH2:31]/[CH:32]=[CH:43]\[CH2:42][CH2:41][CH2:46][CH2:50][CH3:51]. (3) The product is: [Br:17][C:18]1[CH:19]=[C:20]([CH3:30])[C:21]([N:24]2[CH2:25][CH2:26][N:27]([C:12]([C:11]3[CH:10]=[CH:9][C:8]([N:3]4[C@H:2]([CH3:1])[CH2:6][O:5][C:4]4=[O:7])=[CH:16][CH:15]=3)=[O:14])[CH2:28][CH2:29]2)=[N:22][CH:23]=1. Given the reactants [CH3:1][C@@H:2]1[CH2:6][O:5][C:4](=[O:7])[N:3]1[C:8]1[CH:16]=[CH:15][C:11]([C:12]([OH:14])=O)=[CH:10][CH:9]=1.[Br:17][C:18]1[CH:19]=[C:20]([CH3:30])[C:21]([N:24]2[CH2:29][CH2:28][NH:27][CH2:26][CH2:25]2)=[N:22][CH:23]=1, predict the reaction product. (4) The product is: [C:1]([NH:4][C:5]1[C:14]([Br:17])=[CH:13][C:8]([C:9]([O:11][CH3:12])=[O:10])=[C:7]([O:15][CH3:16])[CH:6]=1)(=[O:3])[CH3:2]. Given the reactants [C:1]([NH:4][C:5]1[CH:14]=[CH:13][C:8]([C:9]([O:11][CH3:12])=[O:10])=[C:7]([O:15][CH3:16])[CH:6]=1)(=[O:3])[CH3:2].[Br:17]Br, predict the reaction product. (5) Given the reactants [OH:1][C:2]1[N:6]([C:7]2[CH:12]=[C:11]([C:13]#[N:14])[CH:10]=[CH:9][N:8]=2)[N:5]=[CH:4][CH:3]=1.[F:15][C:16]([F:26])([F:25])[C:17]1[CH:22]=[CH:21][C:20]([CH2:23]O)=[CH:19][CH:18]=1, predict the reaction product. The product is: [F:15][C:16]([F:25])([F:26])[C:17]1[CH:22]=[CH:21][C:20]([CH2:23][O:1][C:2]2[N:6]([C:7]3[CH:12]=[C:11]([C:13]#[N:14])[CH:10]=[CH:9][N:8]=3)[N:5]=[CH:4][CH:3]=2)=[CH:19][CH:18]=1. (6) Given the reactants C([O:9][C@H:10]1[C@@H:15]([O:16][CH2:17][C:18]2[CH:23]=[CH:22][CH:21]=[CH:20][CH:19]=2)[C@H:14]([O:24][CH2:25][C:26]2[CH:31]=[CH:30][CH:29]=[CH:28][CH:27]=2)[C@@H:13]([CH2:32][O:33][CH2:34][C:35]2[CH:40]=[CH:39][CH:38]=[CH:37][CH:36]=2)[O:12][C@@H:11]1[O:41][C@H:42]1[C@@H:60]([O:61][CH2:62][C:63]2[CH:68]=[CH:67][CH:66]=[CH:65][CH:64]=2)[C@H:59]([O:69][CH2:70][C:71]2[CH:76]=[CH:75][CH:74]=[CH:73][CH:72]=2)[C@@H:58]([CH2:77][O:78][CH2:79][C:80]2[CH:85]=[CH:84][CH:83]=[CH:82][CH:81]=2)[O:57][C@@H:43]1[O:44][CH2:45][CH2:46][CH2:47][CH2:48][CH2:49][CH2:50][CH2:51][CH2:52][C:53]([O:55][CH3:56])=[O:54])(=O)C1C=CC=CC=1.[Na], predict the reaction product. The product is: [CH2:17]([O:16][C@H:15]1[C@H:14]([O:24][CH2:25][C:26]2[CH:31]=[CH:30][CH:29]=[CH:28][CH:27]=2)[C@@H:13]([CH2:32][O:33][CH2:34][C:35]2[CH:40]=[CH:39][CH:38]=[CH:37][CH:36]=2)[O:12][C@H:11]([O:41][C@H:42]2[C@@H:60]([O:61][CH2:62][C:63]3[CH:68]=[CH:67][CH:66]=[CH:65][CH:64]=3)[C@H:59]([O:69][CH2:70][C:71]3[CH:72]=[CH:73][CH:74]=[CH:75][CH:76]=3)[C@@H:58]([CH2:77][O:78][CH2:79][C:80]3[CH:81]=[CH:82][CH:83]=[CH:84][CH:85]=3)[O:57][C@@H:43]2[O:44][CH2:45][CH2:46][CH2:47][CH2:48][CH2:49][CH2:50][CH2:51][CH2:52][C:53]([O:55][CH3:56])=[O:54])[C@H:10]1[OH:9])[C:18]1[CH:19]=[CH:20][CH:21]=[CH:22][CH:23]=1. (7) Given the reactants [CH2:1]([O:3][C:4](=[O:30])[CH2:5][C:6]1[N:7]([CH3:29])[C:8]2[C:13]([C:14]=1[S:15][C:16]([CH3:19])([CH3:18])[CH3:17])=[CH:12][C:11]([O:20][CH2:21][C:22]1[CH:27]=[CH:26][C:25]([CH3:28])=[CH:24][N:23]=1)=[CH:10][CH:9]=2)[CH3:2].[Cl:31][C:32]1[CH:33]=[C:34]([CH:37]=[CH:38][CH:39]=1)[CH2:35]Br.[H-].[Na+].CN(C=[O:46])C, predict the reaction product. The product is: [CH2:1]([O:3][C:4](=[O:30])[C:5]([C:6]1[N:7]([CH3:29])[C:8]2[C:13]([C:14]=1[S:15][C:16]([CH3:19])([CH3:18])[CH3:17])=[CH:12][C:11]([O:20][CH2:21][C:22]1[CH:27]=[CH:26][C:25]([CH3:28])=[CH:24][N:23]=1)=[CH:10][CH:9]=2)([OH:46])[CH2:35][C:34]1[CH:37]=[CH:38][CH:39]=[C:32]([Cl:31])[CH:33]=1)[CH3:2]. (8) The product is: [F:24][C:25]1[CH:26]=[C:27]([C:2]2[CH:3]=[C:4]3[C:11]4([O:15][N:14]([CH3:16])[C:13]([NH2:17])=[N:12]4)[CH2:10][CH:9]([CH:18]4[CH2:23][CH2:22][CH2:21][O:20][CH2:19]4)[O:8][C:5]3=[CH:6][CH:7]=2)[CH:28]=[C:29]([F:31])[CH:30]=1. Given the reactants Br[C:2]1[CH:3]=[C:4]2[C:11]3([O:15][N:14]([CH3:16])[C:13]([NH2:17])=[N:12]3)[CH2:10][CH:9]([CH:18]3[CH2:23][CH2:22][CH2:21][O:20][CH2:19]3)[O:8][C:5]2=[CH:6][CH:7]=1.[F:24][C:25]1[CH:26]=[C:27](B(O)O)[CH:28]=[C:29]([F:31])[CH:30]=1.C([O-])([O-])=O.[Cs+].[Cs+], predict the reaction product. (9) Given the reactants [Br:1][C:2]1[CH:19]=[CH:18][C:5]([N:6]([CH:12]2[CH2:17][CH2:16][CH2:15][CH2:14][CH2:13]2)[CH2:7][C:8]([F:11])([F:10])[CH3:9])=[C:4]([N+:20]([O-])=O)[CH:3]=1.[Cl-].[NH4+].[C:25]1([CH3:34])[CH:30]=[CH:29][C:28]([N:31]=[C:32]=[O:33])=[CH:27][CH:26]=1.NO.NC(N)=O.ONC(N)=O, predict the reaction product. The product is: [Br:1][C:2]1[CH:19]=[CH:18][C:5]([N:6]([CH:12]2[CH2:17][CH2:16][CH2:15][CH2:14][CH2:13]2)[CH2:7][C:8]([F:11])([F:10])[CH3:9])=[C:4]([NH:20][C:32]([NH:31][C:28]2[CH:29]=[CH:30][C:25]([CH3:34])=[CH:26][CH:27]=2)=[O:33])[CH:3]=1.